Task: Predict the reaction yield, written as a fraction of the theoretical maximum amount of product (1.0 means a 100% yield; for example, 0.34 means a 34% yield).. Dataset: Reaction yield outcomes from USPTO patents with 853,638 reactions (1) The reactants are C[N:2]([CH:4]=[N:5][C:6]([C:8]1[C:13](=[O:14])[CH:12]=[CH:11][N:10]([C:15]2[CH:20]=[CH:19][CH:18]=[C:17]([C:21]([F:24])([F:23])[F:22])[CH:16]=2)[N:9]=1)=O)C.[C:25]1([NH:31]N)[CH:30]=[CH:29][CH:28]=[CH:27][CH:26]=1. The catalyst is C(O)(=O)C. The product is [C:25]1([N:31]2[C:6]([C:8]3[C:13](=[O:14])[CH:12]=[CH:11][N:10]([C:15]4[CH:20]=[CH:19][CH:18]=[C:17]([C:21]([F:24])([F:23])[F:22])[CH:16]=4)[N:9]=3)=[N:5][CH:4]=[N:2]2)[CH:30]=[CH:29][CH:28]=[CH:27][CH:26]=1. The yield is 0.460. (2) The reactants are [Br:1][C:2]1[CH:3]=[CH:4][C:5]([N+:23]([O-])=O)=[C:6]([C:8](=[C:14]([C:16]2[CH:21]=[CH:20][C:19]([F:22])=[CH:18][CH:17]=2)O)[C:9]([O:11][CH2:12][CH3:13])=[O:10])[CH:7]=1.CC(O)=O. The catalyst is CCO.CCOC(C)=O.[Fe]. The product is [Br:1][C:2]1[CH:7]=[C:6]2[C:5](=[CH:4][CH:3]=1)[NH:23][C:14]([C:16]1[CH:21]=[CH:20][C:19]([F:22])=[CH:18][CH:17]=1)=[C:8]2[C:9]([O:11][CH2:12][CH3:13])=[O:10]. The yield is 0.380. (3) The reactants are [OH:1][C:2]1[CH:3]=[C:4]2[C:9](=[CH:10][CH:11]=1)[C:8]([CH3:16])([C:12]([F:15])([F:14])[F:13])[O:7][CH2:6][CH2:5]2.C(N(CC)CC)C.[C:24](Cl)(=[O:26])[CH3:25]. The catalyst is C1COCC1. The product is [C:24]([O:1][C:2]1[CH:3]=[C:4]2[C:9](=[CH:10][CH:11]=1)[C:8]([CH3:16])([C:12]([F:15])([F:13])[F:14])[O:7][CH2:6][CH2:5]2)(=[O:26])[CH3:25]. The yield is 0.890. (4) The reactants are [C:1](Cl)(=[O:3])[CH3:2].[N+:5]([C:8]1[CH:9]=[CH:10][C:11]2[CH2:17][CH2:16][CH2:15][CH2:14][NH:13][C:12]=2[CH:18]=1)([O-:7])=[O:6].C([O-])(O)=O.[Na+]. The catalyst is C(Cl)Cl. The product is [N+:5]([C:8]1[CH:9]=[CH:10][C:11]2[CH2:17][CH2:16][CH2:15][CH2:14][N:13]([C:1](=[O:3])[CH3:2])[C:12]=2[CH:18]=1)([O-:7])=[O:6]. The yield is 0.800. (5) The product is [Cl:1][C:2]1[CH:7]=[CH:6][C:5]([O:8][CH3:11])=[CH:4][CH:3]=1. The catalyst is CC(C)=O. The reactants are [Cl:1][C:2]1[CH:7]=[CH:6][C:5]([OH:8])=[CH:4][CH:3]=1.CI.[C:11](=O)([O-])[O-].[K+].[K+]. The yield is 0.750. (6) The reactants are [N+:1]([C:4]1[CH:23]=[CH:22][C:7]([C:8]([O:10][C@H:11]2[C:15]3[N:16]=[CH:17][N:18]=[C:19](Cl)[C:14]=3[C@H:13]([CH3:21])[CH2:12]2)=[O:9])=[CH:6][CH:5]=1)([O-:3])=[O:2].[N:24]1([C:31]([O:33][C:34]([CH3:37])([CH3:36])[CH3:35])=[O:32])[CH2:30][CH2:29][CH2:28]N[CH2:26][CH2:25]1.[CH:38](N(CC)C(C)C)(C)C. The catalyst is CC(O)C. The product is [CH3:21][C@H:13]1[C:14]2[C:19]([CH:38]3[CH2:28][CH2:29][CH2:30][N:24]([C:31]([O:33][C:34]([CH3:37])([CH3:36])[CH3:35])=[O:32])[CH2:25][CH2:26]3)=[N:18][CH:17]=[N:16][C:15]=2[C@H:11]([O:10][C:8](=[O:9])[C:7]2[CH:22]=[CH:23][C:4]([N+:1]([O-:3])=[O:2])=[CH:5][CH:6]=2)[CH2:12]1. The yield is 0.810.